Predict which catalyst facilitates the given reaction. From a dataset of Catalyst prediction with 721,799 reactions and 888 catalyst types from USPTO. (1) Product: [CH2:1]([N:8]1[C:16]2[C:11](=[CH:12][C:13]([C:17]3[CH:18]=[CH:19][C:20]([O:23][C:24]([F:27])([F:26])[F:25])=[CH:21][CH:22]=3)=[CH:14][CH:15]=2)[C:10]([C:28](=[O:34])[C:29]([NH:42][CH2:35][C:68]([OH:69])=[O:71])=[O:30])=[CH:9]1)[C:2]1[CH:7]=[CH:6][CH:5]=[CH:4][CH:3]=1. Reactant: [CH2:1]([N:8]1[C:16]2[C:11](=[CH:12][C:13]([C:17]3[CH:22]=[CH:21][C:20]([O:23][C:24]([F:27])([F:26])[F:25])=[CH:19][CH:18]=3)=[CH:14][CH:15]=2)[C:10]([C:28](=[O:34])[C:29](OCC)=[O:30])=[CH:9]1)[C:2]1[CH:7]=[CH:6][CH:5]=[CH:4][CH:3]=1.[CH2:35]([N:42]1C2C(=CC(C3C=CC(OC(F)(F)F)=CC=3)=CC=2)C=C1)C1C=CC=CC=1.C(Cl)(=O)C(Cl)=O.[C:68](=[O:71])(O)[O-:69].[Na+]. The catalyst class is: 219. (2) Reactant: [SH:1][C:2]1[N:6]([CH2:7][C:8]([O:10][C:11]([CH3:14])([CH3:13])[CH3:12])=[O:9])[C:5]2[CH:15]=[CH:16][CH:17]=[CH:18][C:4]=2[N:3]=1.Br[CH2:20][CH2:21][O:22][C:23]1[CH:28]=[CH:27][CH:26]=[CH:25][CH:24]=1.C([O-])([O-])=O.[K+].[K+]. Product: [C:11]([O:10][C:8](=[O:9])[CH2:7][N:6]1[C:5]2[CH:15]=[CH:16][CH:17]=[CH:18][C:4]=2[N:3]=[C:2]1[S:1][CH2:20][CH2:21][O:22][C:23]1[CH:28]=[CH:27][CH:26]=[CH:25][CH:24]=1)([CH3:13])([CH3:14])[CH3:12]. The catalyst class is: 21. (3) Reactant: [Cl:1][C:2]1[CH:3]=[C:4]([C@@H:12]([CH2:26][CH:27]2[CH2:31][CH2:30][CH2:29][CH2:28]2)[C:13]([NH:15][C:16]2[CH:20]=[CH:19][N:18]([CH2:21][CH2:22][C:23]([OH:25])=[O:24])[N:17]=2)=[O:14])[CH:5]=[CH:6][C:7]=1[S:8]([CH3:11])(=[O:10])=[O:9].[C:32](Cl)(=O)C(Cl)=O.N1C(C)=CC=CC=1C.CO. Product: [CH3:32][O:24][C:23](=[O:25])[CH2:22][CH2:21][N:18]1[CH:19]=[CH:20][C:16]([NH:15][C:13](=[O:14])[CH:12]([C:4]2[CH:5]=[CH:6][C:7]([S:8]([CH3:11])(=[O:10])=[O:9])=[C:2]([Cl:1])[CH:3]=2)[CH2:26][CH:27]2[CH2:31][CH2:30][CH2:29][CH2:28]2)=[N:17]1. The catalyst class is: 2.